From a dataset of HIV replication inhibition screening data with 41,000+ compounds from the AIDS Antiviral Screen. Binary Classification. Given a drug SMILES string, predict its activity (active/inactive) in a high-throughput screening assay against a specified biological target. (1) The drug is O=C1NC(=O)C(CN2C(=O)C(=Cc3cccc(O)c3)SC2=S)C(=O)N1. The result is 0 (inactive). (2) The molecule is CCOC(=O)C(=O)Nc1ccc(Cl)cc1C. The result is 0 (inactive).